From a dataset of Forward reaction prediction with 1.9M reactions from USPTO patents (1976-2016). Predict the product of the given reaction. The product is: [C:90]([C:30]1[C:29]([C:32]([O:34][CH2:35][CH3:36])=[O:33])=[CH:28][CH:27]=[C:26]2[C:31]=1[C:11]1[C:12](=[N:25]2)[C:13]([O:19][C:20]([O:22][CH2:23][CH3:24])=[O:21])=[C:14]2[N:15]=[C:16]3[C:8]([CH:7]=[C:6]([C:1]([O:3][CH:4]([C:61]([O:63][C:64]([CH3:67])([CH3:66])[CH3:65])=[O:62])[CH3:5])=[O:2])[CH:18]=[CH:17]3)=[C:9]2[CH:10]=1)([O:92][C:38]([CH3:41])([CH3:40])[CH3:39])=[O:91]. Given the reactants [C:1]([C:6]1[CH:7]=[C:8]2[C:16](=[CH:17][CH:18]=1)[NH:15][C:14]1[C:13]([O:19][C:20]([O:22][CH2:23][CH3:24])=[O:21])=[C:12]3[NH:25][C:26]4[CH:27]=[CH:28][C:29]([C:32]([O:34][CH2:35][CH3:36])=[O:33])=[CH:30][C:31]=4[C:11]3=[CH:10][C:9]2=1)([O:3][CH2:4][CH3:5])=[O:2].[Li][C:38]([CH3:41])([CH3:40])[CH3:39].CCCCC.BrC1C=C2C(=CC=1)N([C:61]([O:63][C:64]([CH3:67])([CH3:66])[CH3:65])=[O:62])C1C(OC(OCC)=O)=C3N(C(OC(C)(C)C)=O)C4C=CC(Br)=CC=4C3=CC2=1.Cl[C:90]([O:92]CC)=[O:91].[NH4+].[Cl-], predict the reaction product.